From a dataset of Catalyst prediction with 721,799 reactions and 888 catalyst types from USPTO. Predict which catalyst facilitates the given reaction. (1) Reactant: [CH2:1]([C:4]1([NH2:34])[CH2:8][CH2:7][C@@H:6]([C:9]([NH:11][C@H:12]([CH:31]([CH3:33])[CH3:32])[C:13]([N:15]2[CH2:20][CH2:19][C@@:18]([C:22]3[CH:27]=[CH:26][C:25]([Cl:28])=[CH:24][CH:23]=3)([OH:21])[C:17]([CH3:30])([CH3:29])[CH2:16]2)=[O:14])=[O:10])[CH2:5]1)[CH:2]=[CH2:3].[C:35](O[C:35]([O:37][C:38]([CH3:41])([CH3:40])[CH3:39])=[O:36])([O:37][C:38]([CH3:41])([CH3:40])[CH3:39])=[O:36].C(N(CC)CC)C. Product: [CH2:1]([C:4]1([NH:34][C:35](=[O:36])[O:37][C:38]([CH3:41])([CH3:40])[CH3:39])[CH2:8][CH2:7][C@@H:6]([C:9](=[O:10])[NH:11][C@H:12]([CH:31]([CH3:32])[CH3:33])[C:13]([N:15]2[CH2:20][CH2:19][C@@:18]([C:22]3[CH:23]=[CH:24][C:25]([Cl:28])=[CH:26][CH:27]=3)([OH:21])[C:17]([CH3:29])([CH3:30])[CH2:16]2)=[O:14])[CH2:5]1)[CH:2]=[CH2:3]. The catalyst class is: 4. (2) Reactant: [Cl:1][C:2]1[C:3]([C:10]([OH:12])=[O:11])=[N:4][N:5]([CH3:9])[C:6](=[O:8])[CH:7]=1.Cl.[CH3:14]COC(C)=O. Product: [Cl:1][C:2]1[C:3]([C:10]([O:12][CH3:14])=[O:11])=[N:4][N:5]([CH3:9])[C:6](=[O:8])[CH:7]=1. The catalyst class is: 5. (3) Reactant: C([NH+](CC)CC)C.[C:8]12([CH2:18][O:19][C:20]([C:22]([F:28])([F:27])[S:23]([O-:26])(=[O:25])=[O:24])=[O:21])[CH2:17][CH:12]3[CH2:13][CH:14]([CH2:16][CH:10]([CH2:11]3)[CH2:9]1)[CH2:15]2.O.[Br-].[C:31]1([S+:37]([C:44]2[CH:49]=[CH:48][CH:47]=[CH:46][CH:45]=2)[C:38]2[CH:43]=[CH:42][CH:41]=[CH:40][CH:39]=2)[CH:36]=[CH:35][CH:34]=[CH:33][CH:32]=1. Product: [C:8]12([CH2:18][O:19][C:20]([C:22]([F:28])([F:27])[S:23]([O-:26])(=[O:24])=[O:25])=[O:21])[CH2:17][CH:12]3[CH2:11][CH:10]([CH2:16][CH:14]([CH2:13]3)[CH2:15]1)[CH2:9]2.[C:44]1([S+:37]([C:31]2[CH:32]=[CH:33][CH:34]=[CH:35][CH:36]=2)[C:38]2[CH:43]=[CH:42][CH:41]=[CH:40][CH:39]=2)[CH:45]=[CH:46][CH:47]=[CH:48][CH:49]=1. The catalyst class is: 22. (4) Reactant: [H-].[Na+].[NH:3]1[C:11]2[C:6](=[CH:7][CH:8]=[CH:9][CH:10]=2)[CH:5]=[CH:4]1.Cl[C:13]1[C:22]2[C:17](=[CH:18][CH:19]=[CH:20][CH:21]=2)[N:16]=[C:15]([C:23]2[CH:28]=[CH:27][CH:26]=[CH:25][CH:24]=2)[CH:14]=1. Product: [N:3]1([C:13]2[C:22]3[C:17](=[CH:18][CH:19]=[CH:20][CH:21]=3)[N:16]=[C:15]([C:23]3[CH:28]=[CH:27][CH:26]=[CH:25][CH:24]=3)[CH:14]=2)[C:11]2[C:6](=[CH:7][CH:8]=[CH:9][CH:10]=2)[CH:5]=[CH:4]1. The catalyst class is: 9. (5) Reactant: [Cl:1][C:2]1[CH:7]=[CH:6][C:5]([C:8]2[O:9][C:10]3[CH:21]=[C:20]([N+:22]([O-:24])=[O:23])[C:19]([O:25]C(C)C)=[CH:18][C:11]=3[C:12]=2[C:13]([O:15][CH2:16][CH3:17])=[O:14])=[CH:4][CH:3]=1.B(Cl)(Cl)Cl. Product: [Cl:1][C:2]1[CH:3]=[CH:4][C:5]([C:8]2[O:9][C:10]3[CH:21]=[C:20]([N+:22]([O-:24])=[O:23])[C:19]([OH:25])=[CH:18][C:11]=3[C:12]=2[C:13]([O:15][CH2:16][CH3:17])=[O:14])=[CH:6][CH:7]=1. The catalyst class is: 2. (6) Reactant: [Cl:1][C:2]1[CH:7]=[C:6]([S:8][CH:9]2[CH2:13][CH2:12][CH2:11][CH2:10]2)[N+:5]([O-])=[C:4]2[CH2:15][CH2:16][CH2:17][C:3]=12.P(Cl)(Cl)Cl. Product: [Cl:1][C:2]1[CH:7]=[C:6]([S:8][CH:9]2[CH2:13][CH2:12][CH2:11][CH2:10]2)[N:5]=[C:4]2[CH2:15][CH2:16][CH2:17][C:3]=12. The catalyst class is: 2. (7) Reactant: [C:1]([O:5][C:6]([N:8]1[CH2:13][CH2:12][C:11]([C:20]([OH:22])=[O:21])([C:14]2[CH:19]=[CH:18][CH:17]=[CH:16][CH:15]=2)[CH2:10][CH2:9]1)=[O:7])([CH3:4])([CH3:3])[CH3:2].CO.[C:25](=O)([O-])O.[Na+]. Product: [C:1]([O:5][C:6]([N:8]1[CH2:9][CH2:10][C:11]([C:20]([O:22][CH3:25])=[O:21])([C:14]2[CH:19]=[CH:18][CH:17]=[CH:16][CH:15]=2)[CH2:12][CH2:13]1)=[O:7])([CH3:4])([CH3:2])[CH3:3]. The catalyst class is: 7.